From a dataset of Catalyst prediction with 721,799 reactions and 888 catalyst types from USPTO. Predict which catalyst facilitates the given reaction. (1) Reactant: [CH2:1]([O:8][C:9]([C@H:11]1[CH2:16][CH2:15][C@H:14]([C:17]([OH:19])=O)[CH2:13][CH2:12]1)=[O:10])[C:2]1[CH:7]=[CH:6][CH:5]=[CH:4][CH:3]=1.C(Cl)(=O)C(Cl)=O.[N:26]1([C:32]2[N:37]=[CH:36][C:35]([NH:38][C:39]([C:41]3[N:42]([CH2:52][CH3:53])[C:43]4[C:48]([CH:49]=3)=[C:47]([O:50][CH3:51])[CH:46]=[CH:45][CH:44]=4)=[O:40])=[CH:34][CH:33]=2)[CH2:31][CH2:30][NH:29][CH2:28][CH2:27]1.C(N(CC)CC)C. Product: [CH2:1]([O:8][C:9]([C@H:11]1[CH2:12][CH2:13][C@H:14]([C:17]([N:29]2[CH2:30][CH2:31][N:26]([C:32]3[CH:33]=[CH:34][C:35]([NH:38][C:39]([C:41]4[N:42]([CH2:52][CH3:53])[C:43]5[C:48]([CH:49]=4)=[C:47]([O:50][CH3:51])[CH:46]=[CH:45][CH:44]=5)=[O:40])=[CH:36][N:37]=3)[CH2:27][CH2:28]2)=[O:19])[CH2:15][CH2:16]1)=[O:10])[C:2]1[CH:3]=[CH:4][CH:5]=[CH:6][CH:7]=1. The catalyst class is: 59. (2) Reactant: Br[CH2:2][C:3]1[C:8]([CH3:9])=[CH:7][CH:6]=[CH:5][C:4]=1[N:10]1[C:14](=[O:15])[N:13]([CH3:16])[N:12]=[N:11]1.[Br:17][C:18]1[CH:23]=[CH:22][C:21]([OH:24])=[CH:20][C:19]=1[CH3:25].C(=O)([O-])[O-].[K+].[K+].C(#N)C. Product: [Br:17][C:18]1[CH:23]=[CH:22][C:21]([O:24][CH2:2][C:3]2[C:8]([CH3:9])=[CH:7][CH:6]=[CH:5][C:4]=2[N:10]2[C:14](=[O:15])[N:13]([CH3:16])[N:12]=[N:11]2)=[CH:20][C:19]=1[CH3:25]. The catalyst class is: 6. (3) Reactant: [CH2:1]([Mg]Br)[CH3:2].[CH2:5]([N:12]1[C:17](=[O:18])[C:16]([CH3:20])([CH3:19])[O:15][CH2:14][CH:13]1[C:21]([O:23]C)=O)[C:6]1[CH:11]=[CH:10][CH:9]=[CH:8][CH:7]=1.S(=O)(=O)(O)O. Product: [CH2:5]([N:12]1[CH:13]([C:21]2([OH:23])[CH2:2][CH2:1]2)[CH2:14][O:15][C:16]([CH3:19])([CH3:20])[C:17]1=[O:18])[C:6]1[CH:7]=[CH:8][CH:9]=[CH:10][CH:11]=1. The catalyst class is: 27. (4) Reactant: [Cl:1][C:2]1[N:3]=[CH:4][C:5]2[C:10](I)=[C:9]([CH:12]([O:16][CH2:17][CH3:18])[O:13][CH2:14][CH3:15])[N:8]([CH2:19][CH2:20][NH:21][C:22](=[O:28])[O:23][C:24]([CH3:27])([CH3:26])[CH3:25])[C:6]=2[N:7]=1.[CH3:29][C:30]1[CH:35]=[CH:34][CH:33]=[CH:32][C:31]=1B(O)O.P([O-])([O-])([O-])=O.[K+].[K+].[K+].CCCCCC.C(OCC)(=O)C. Product: [Cl:1][C:2]1[N:3]=[CH:4][C:5]2[C:10]([C:31]3[CH:32]=[CH:33][CH:34]=[CH:35][C:30]=3[CH3:29])=[C:9]([CH:12]([O:16][CH2:17][CH3:18])[O:13][CH2:14][CH3:15])[N:8]([CH2:19][CH2:20][NH:21][C:22](=[O:28])[O:23][C:24]([CH3:27])([CH3:26])[CH3:25])[C:6]=2[N:7]=1. The catalyst class is: 70. (5) Reactant: [NH2:1][C:2]1[CH:3]=[N:4][CH:5]=[CH:6][CH:7]=1.[NH:8]1[C:16]2[C:11](=[CH:12][CH:13]=[CH:14][CH:15]=2)[C:10]([C:17](O)=[O:18])=[CH:9]1.C1CCC(N=C=NC2CCCCC2)CC1. The catalyst class is: 3. Product: [N:4]1[CH:5]=[CH:6][CH:7]=[C:2]([NH:1][C:17]([C:10]2[C:11]3[C:16](=[CH:15][CH:14]=[CH:13][CH:12]=3)[NH:8][CH:9]=2)=[O:18])[CH:3]=1.